Task: Predict the reactants needed to synthesize the given product.. Dataset: Full USPTO retrosynthesis dataset with 1.9M reactions from patents (1976-2016) (1) Given the product [OH:2][CH2:3][C@H:4]([O:6][C:7]1[N:12]=[CH:11][C:10]([C:13]2[C:14]([CH3:32])=[N:15][CH:16]=[C:17]([NH:19][C:20](=[O:31])[C:21]3[CH:26]=[CH:25][CH:24]=[C:23]([C:27]([F:28])([F:29])[F:30])[CH:22]=3)[CH:18]=2)=[CH:9][C:8]=1[N:33]1[CH2:38][CH2:37][O:36][CH2:35][CH2:34]1)[CH3:5], predict the reactants needed to synthesize it. The reactants are: C[O:2][CH2:3][C@H:4]([O:6][C:7]1[N:12]=[CH:11][C:10]([C:13]2[C:14]([CH3:32])=[N:15][CH:16]=[C:17]([NH:19][C:20](=[O:31])[C:21]3[CH:26]=[CH:25][CH:24]=[C:23]([C:27]([F:30])([F:29])[F:28])[CH:22]=3)[CH:18]=2)=[CH:9][C:8]=1[N:33]1[CH2:38][CH2:37][O:36][CH2:35][CH2:34]1)[CH3:5].B(Br)(Br)Br. (2) Given the product [CH3:22][C:23]1[CH:32]=[CH:31][C:30]2[C:25](=[CH:26][CH:27]=[CH:28][C:29]=2[O:33][CH2:34][CH2:35][N:36]2[CH2:37][CH2:38][CH:39]([CH2:42][C:43]3[CH:50]=[C:49]([C:7](=[O:6])[CH3:8])[CH:48]=[CH:45][CH:44]=3)[CH2:40][CH2:41]2)[N:24]=1, predict the reactants needed to synthesize it. The reactants are: CP(=O)([O:6][CH2:7][CH3:8])OCC.C(=O)=O.CC(C)=O.C([Li])CCC.[CH3:22][C:23]1[CH:32]=[CH:31][C:30]2[C:25](=[CH:26][CH:27]=[CH:28][C:29]=2[O:33][CH2:34][CH2:35][N:36]2[CH2:41][CH2:40][CH:39]([CH2:42][C:43]3[CH:44]=[C:45]([CH:48]=[CH:49][CH:50]=3)C#N)[CH2:38][CH2:37]2)[N:24]=1.[H-].[Al+3].[Li+].[H-].[H-].[H-].S(=O)(=O)(O)O.C(=O)(O)[O-].[Na+].